From a dataset of Forward reaction prediction with 1.9M reactions from USPTO patents (1976-2016). Predict the product of the given reaction. (1) Given the reactants Cl[C:2]1[O:3][C:4]2[CH:10]=[CH:9][CH:8]=[CH:7][C:5]=2[N:6]=1.[NH2:11][CH2:12][CH2:13][NH:14][C:15]1[CH:20]=[C:19]([C:21]2[CH:26]=[CH:25][CH:24]=[C:23]([CH3:27])[C:22]=2[CH3:28])[N:18]=[C:17]([NH2:29])[N:16]=1, predict the reaction product. The product is: [O:3]1[C:4]2[CH:10]=[CH:9][CH:8]=[CH:7][C:5]=2[N:6]=[C:2]1[NH:11][CH2:12][CH2:13][NH:14][C:15]1[CH:20]=[C:19]([C:21]2[CH:26]=[CH:25][CH:24]=[C:23]([CH3:27])[C:22]=2[CH3:28])[N:18]=[C:17]([NH2:29])[N:16]=1. (2) Given the reactants [N:1]12[CH2:8][CH2:7][CH:4]([CH2:5][CH2:6]1)[C@H:3]([NH:9][C:10]([C:12]1[CH:13]=[CH:14][CH:15]=[C:16]3[O:20][C:19]([CH:21]4[CH2:26][CH2:25][CH2:24][CH2:23][CH2:22]4)=[N:18][C:17]=13)=[O:11])[CH2:2]2.[ClH:27], predict the reaction product. The product is: [ClH:27].[N:1]12[CH2:8][CH2:7][CH:4]([CH2:5][CH2:6]1)[C@H:3]([NH:9][C:10]([C:12]1[CH:13]=[CH:14][CH:15]=[C:16]3[O:20][C:19]([CH:21]4[CH2:22][CH2:23][CH2:24][CH2:25][CH2:26]4)=[N:18][C:17]=13)=[O:11])[CH2:2]2. (3) Given the reactants [C:1](N1C=CN=C1)(N1C=CN=C1)=[O:2].[CH:13]([O:16][C:17]1[CH:23]=[CH:22][C:20]([NH2:21])=[CH:19][CH:18]=1)([CH3:15])[CH3:14].[N:24]1[C:29]2[S:30][CH:31]=[CH:32][C:28]=2[C:27]([N:33]2[CH2:38][CH2:37][CH:36]([OH:39])[CH2:35][CH2:34]2)=[N:26][CH:25]=1, predict the reaction product. The product is: [N:24]1[C:29]2[S:30][CH:31]=[CH:32][C:28]=2[C:27]([N:33]2[CH2:34][CH2:35][CH:36]([O:39][C:1](=[O:2])[NH:21][C:20]3[CH:22]=[CH:23][C:17]([O:16][CH:13]([CH3:15])[CH3:14])=[CH:18][CH:19]=3)[CH2:37][CH2:38]2)=[N:26][CH:25]=1. (4) Given the reactants [NH2:1][CH2:2][CH2:3][N:4]([CH2:17][CH3:18])[CH2:5][CH2:6][O:7][C:8]1[C:9]([N+:14]([O-:16])=[O:15])=[N:10][CH:11]=[CH:12][CH:13]=1.C(N(CCN[C:35]([C:37]1[CH:46]=[N:45][C:44]2[C:39](=[CH:40][CH:41]=[C:42]([I:47])[CH:43]=2)[N:38]=1)=[O:36])CCOC1C(F)=NC=CC=1)C, predict the reaction product. The product is: [CH2:17]([N:4]([CH2:3][CH2:2][NH:1][C:35]([C:37]1[CH:46]=[N:45][C:44]2[C:39](=[CH:40][CH:41]=[C:42]([I:47])[CH:43]=2)[N:38]=1)=[O:36])[CH2:5][CH2:6][O:7][C:8]1[C:9]([N+:14]([O-:16])=[O:15])=[N:10][CH:11]=[CH:12][CH:13]=1)[CH3:18]. (5) Given the reactants [CH3:1][C:2]1[CH:10]=[C:9]2[C:5]([C:6]([CH:11]=O)=[CH:7][NH:8]2)=[CH:4][CH:3]=1.Cl.[NH2:14][OH:15].C([O-])(=O)C.[Na+], predict the reaction product. The product is: [CH3:1][C:2]1[CH:10]=[C:9]2[C:5]([C:6]([CH:11]=[N:14][OH:15])=[CH:7][NH:8]2)=[CH:4][CH:3]=1. (6) Given the reactants C([Li])CCC.Br[C:7]1[CH:12]=[CH:11][CH:10]=[C:9]([Br:13])[N:8]=1.Br[C:15]1[N:20]=[CH:19][CH:18]=[CH:17][N:16]=1, predict the reaction product. The product is: [Br:13][C:9]1[N:8]=[C:7]([C:15]2[N:20]=[CH:19][CH:18]=[CH:17][N:16]=2)[CH:12]=[CH:11][CH:10]=1. (7) Given the reactants [NH2:1][C:2]1[CH:3]=[C:4]2[C:8](=[CH:9][CH:10]=1)[NH:7][N:6]=[CH:5]2.[Cl:11][C:12]1[CH:13]=[C:14]([S:19](Cl)(=[O:21])=[O:20])[CH:15]=[CH:16][C:17]=1[Cl:18], predict the reaction product. The product is: [Cl:11][C:12]1[CH:13]=[C:14]([S:19]([NH:1][C:2]2[CH:3]=[C:4]3[C:8](=[CH:9][CH:10]=2)[NH:7][N:6]=[CH:5]3)(=[O:20])=[O:21])[CH:15]=[CH:16][C:17]=1[Cl:18]. (8) Given the reactants Br[C:2]1[N:6]2[CH:7]=[C:8]([CH2:11][C:12]3[N:16]4[N:17]=[C:18]([C:21]5[CH:22]=[N:23][N:24]([CH3:26])[CH:25]=5)[CH:19]=[CH:20][C:15]4=[N:14][CH:13]=3)[CH:9]=[CH:10][C:5]2=[N:4][CH:3]=1.[CH3:27][N:28]1[CH:32]=[C:31](B2OC(C)(C)C(C)(C)O2)[CH:30]=[N:29]1.C([O-])([O-])=O.[Na+].[Na+].CCOC(C)=O, predict the reaction product. The product is: [CH3:26][N:24]1[CH:25]=[C:21]([C:18]2[CH:19]=[CH:20][C:15]3[N:16]([C:12]([CH2:11][C:8]4[CH:9]=[CH:10][C:5]5[N:6]([C:2]([C:31]6[CH:30]=[N:29][N:28]([CH3:27])[CH:32]=6)=[CH:3][N:4]=5)[CH:7]=4)=[CH:13][N:14]=3)[N:17]=2)[CH:22]=[N:23]1. (9) Given the reactants Cl[C:2]1[C:7]([CH:8]=[O:9])=[C:6]([Cl:10])[N:5]=[CH:4][N:3]=1.[NH2:11][CH2:12][C:13]([O:15][C:16]([CH3:19])([CH3:18])[CH3:17])=[O:14].C(N(CC)CC)C, predict the reaction product. The product is: [C:16]([O:15][C:13]([CH:12]1[NH:11][C:2]2[N:3]=[CH:4][N:5]=[C:6]([Cl:10])[C:7]=2[CH:8]1[OH:9])=[O:14])([CH3:19])([CH3:18])[CH3:17].